Dataset: Peptide-MHC class II binding affinity with 134,281 pairs from IEDB. Task: Regression. Given a peptide amino acid sequence and an MHC pseudo amino acid sequence, predict their binding affinity value. This is MHC class II binding data. (1) The peptide sequence is ASGGRLNPTEPLPIF. The MHC is DRB1_0101 with pseudo-sequence DRB1_0101. The binding affinity (normalized) is 0.148. (2) The peptide sequence is EKKYFAATQFEPLAS. The MHC is DRB1_0101 with pseudo-sequence DRB1_0101. The binding affinity (normalized) is 0.558. (3) The peptide sequence is TTLLRALGAQKEAIS. The MHC is DRB1_0802 with pseudo-sequence DRB1_0802. The binding affinity (normalized) is 0.401. (4) The peptide sequence is FVVTTDISEMGANFK. The MHC is DRB1_1501 with pseudo-sequence DRB1_1501. The binding affinity (normalized) is 0.333. (5) The peptide sequence is YDKFLANVDTVLTGK. The MHC is DRB1_1302 with pseudo-sequence DRB1_1302. The binding affinity (normalized) is 0.526. (6) The peptide sequence is DSEEPLQGPFNFRFL. The MHC is HLA-DPA10201-DPB10101 with pseudo-sequence HLA-DPA10201-DPB10101. The binding affinity (normalized) is 0.586. (7) The peptide sequence is AVDGRFAVPQILGDE. The MHC is DRB1_0101 with pseudo-sequence DRB1_0101. The binding affinity (normalized) is 0.178. (8) The peptide sequence is EKKYFAATQNEPLAA. The MHC is DRB1_1001 with pseudo-sequence DRB1_1001. The binding affinity (normalized) is 0.752. (9) The peptide sequence is NNRIWLQFAKLTGFT. The MHC is DRB3_0101 with pseudo-sequence DRB3_0101. The binding affinity (normalized) is 0.357. (10) The MHC is DRB1_0401 with pseudo-sequence DRB1_0401. The binding affinity (normalized) is 0.819. The peptide sequence is AFKVAATAANARPAN.